From a dataset of Reaction yield outcomes from USPTO patents with 853,638 reactions. Predict the reaction yield, written as a fraction of the theoretical maximum amount of product (1.0 means a 100% yield; for example, 0.34 means a 34% yield). (1) The reactants are [NH2:1][C:2]1[NH:3][C:4]2[CH:10]=[CH:9][CH:8]=[CH:7][C:5]=2[N:6]=1.Br[CH2:12][C:13]([C:15]1[CH:20]=[CH:19][C:18]([N:21]([CH2:24][CH3:25])[CH2:22][CH3:23])=[CH:17][CH:16]=1)=[O:14]. The catalyst is CO. The product is [NH2:1][C:2]1[N:6]([CH2:12][C:13]([C:15]2[CH:20]=[CH:19][C:18]([N:21]([CH2:22][CH3:23])[CH2:24][CH3:25])=[CH:17][CH:16]=2)=[O:14])[C:5]2[CH:7]=[CH:8][CH:9]=[CH:10][C:4]=2[N:3]=1. The yield is 0.360. (2) The reactants are [CH3:1][C:2]1[N:7]=[C:6]([C:8]2[NH:12][C:11]([CH2:13][C:14]3[CH:15]=[C:16]([CH:19]=[CH:20][CH:21]=3)[C:17]#[N:18])=[N:10][C:9]=2[C:22]2[CH:23]=[C:24]3[C:29](=[CH:30][CH:31]=2)[N:28]=[CH:27][CH:26]=[CH:25]3)[CH:5]=[CH:4][CH:3]=1.[OH-:32].[Na+].OO.Cl. The catalyst is C(O)C.O. The product is [CH3:1][C:2]1[N:7]=[C:6]([C:8]2[NH:12][C:11]([CH2:13][C:14]3[CH:15]=[C:16]([CH:19]=[CH:20][CH:21]=3)[C:17]([NH2:18])=[O:32])=[N:10][C:9]=2[C:22]2[CH:23]=[C:24]3[C:29](=[CH:30][CH:31]=2)[N:28]=[CH:27][CH:26]=[CH:25]3)[CH:5]=[CH:4][CH:3]=1. The yield is 0.500. (3) The reactants are [NH2:1][C:2]1[CH:10]=[C:9]([O:11][CH3:12])[CH:8]=[C:7]([O:13][CH3:14])[C:3]=1[C:4]([NH2:6])=[O:5].[Si:15]([O:22][CH2:23][CH2:24][O:25][C:26]1[CH:27]=[CH:28][C:29]([CH:38]=O)=[N:30][C:31]=1[C:32]1[CH:37]=[CH:36][CH:35]=[CH:34][CH:33]=1)([C:18]([CH3:21])([CH3:20])[CH3:19])([CH3:17])[CH3:16].OS([O-])=O.[Na+].O.C1(C)C=CC(S(O)(=O)=O)=CC=1. The catalyst is CN(C)C(=O)C. The product is [Si:15]([O:22][CH2:23][CH2:24][O:25][C:26]1[CH:27]=[CH:28][C:29]([C:38]2[NH:6][C:4](=[O:5])[C:3]3[C:2](=[CH:10][C:9]([O:11][CH3:12])=[CH:8][C:7]=3[O:13][CH3:14])[N:1]=2)=[N:30][C:31]=1[C:32]1[CH:33]=[CH:34][CH:35]=[CH:36][CH:37]=1)([C:18]([CH3:21])([CH3:20])[CH3:19])([CH3:16])[CH3:17]. The yield is 0.940. (4) The reactants are C1(P(C2C=CC=CC=2)C2C=CC=CC=2)C=CC=CC=1.[OH:20][C:21]1[C:22]([CH2:34][CH:35]=[C:36]([CH3:39])[CH2:37]O)=[C:23]([O:32][CH3:33])[C:24]([CH3:31])=[C:25]2[C:29]=1[C:28](=[O:30])[O:27][CH2:26]2.C(Br)(Br)(Br)[Br:41]. The catalyst is ClCCl. The product is [Br:41][CH2:37][C:36]([CH3:39])=[CH:35][CH2:34][C:22]1[C:21]([OH:20])=[C:29]2[C:25]([CH2:26][O:27][C:28]2=[O:30])=[C:24]([CH3:31])[C:23]=1[O:32][CH3:33]. The yield is 0.420.